Dataset: Full USPTO retrosynthesis dataset with 1.9M reactions from patents (1976-2016). Task: Predict the reactants needed to synthesize the given product. (1) The reactants are: [NH2:1][C:2]1[C:3]([C:10](/[N:12]=[C:13]2/[NH:14][C:15]3([CH2:22][CH2:21][N:20]([C:23]([C:25]4[CH:26]=[C:27]([S:31]([NH:34][CH2:35][C:36]5([C:40]([OH:42])=[O:41])[CH2:39][CH2:38][CH2:37]5)(=[O:33])=[O:32])[CH:28]=[CH:29][CH:30]=4)=[O:24])[CH2:19][CH2:18]3)[CH2:16][NH:17]/2)=[O:11])=[N:4][C:5]([Cl:9])=[C:6]([NH2:8])[N:7]=1.Cl[CH2:44][C:45]([N:47]([CH2:51][CH2:52][CH3:53])[CH2:48][CH2:49][CH3:50])=[O:46].C(=O)(O)[O-].[Na+].[Na+].[I-]. Given the product [CH2:48]([N:47]([CH2:51][CH2:52][CH3:53])[C:45]([CH2:44][O:41][C:40]([C:36]1([CH2:35][NH:34][S:31]([C:27]2[CH:28]=[CH:29][CH:30]=[C:25]([C:23]([N:20]3[CH2:21][CH2:22][C:15]4([NH:14]/[C:13](=[N:12]/[C:10]([C:3]5[C:2]([NH2:1])=[N:7][C:6]([NH2:8])=[C:5]([Cl:9])[N:4]=5)=[O:11])/[NH:17][CH2:16]4)[CH2:18][CH2:19]3)=[O:24])[CH:26]=2)(=[O:32])=[O:33])[CH2:37][CH2:38][CH2:39]1)=[O:42])=[O:46])[CH2:49][CH3:50], predict the reactants needed to synthesize it. (2) Given the product [CH3:19][CH:20]([CH2:24][NH:25][C:26]([O:28][C:29]([CH3:30])([CH3:32])[CH3:31])=[O:27])[C:21]([NH:18][CH:14]([CH:15]([CH3:16])[CH3:17])[CH2:13][CH2:12][C:10]1[CH:9]=[CH:8][C:7]2[O:1][CH2:2][CH2:3][CH2:4][O:5][C:6]=2[CH:11]=1)=[O:22], predict the reactants needed to synthesize it. The reactants are: [O:1]1[C:7]2[CH:8]=[CH:9][C:10]([CH2:12][CH2:13][CH:14]([NH2:18])[CH:15]([CH3:17])[CH3:16])=[CH:11][C:6]=2[O:5][CH2:4][CH2:3][CH2:2]1.[CH3:19][CH:20]([CH2:24][NH:25][C:26]([O:28][C:29]([CH3:32])([CH3:31])[CH3:30])=[O:27])[C:21](O)=[O:22].Cl.C(N=C=NCCCN(C)C)C.O. (3) Given the product [C:1]([C:5]1[CH:10]=[CH:9][C:8]([C:11]2[N:12]=[C:13]3[CH:18]=[CH:17][CH:16]=[CH:15][N:14]3[CH:25]=2)=[CH:7][CH:6]=1)([CH3:4])([CH3:2])[CH3:3], predict the reactants needed to synthesize it. The reactants are: [C:1]([C:5]1[CH:10]=[CH:9][C:8]([C:11]2[N:12]=[C:13]3[CH:18]=[CH:17][CH:16]=[C:15](N4CCNCC4)[N:14]3[CH:25]=2)=[CH:7][CH:6]=1)([CH3:4])([CH3:3])[CH3:2].NC1C=CC=CN=1.C(C1C=CC(C(=O)CCl)=CC=1)(C)(C)C. (4) Given the product [Cl:17][CH2:15][C:11]([CH:6]1[CH2:7][CH2:8][CH2:9][CH2:10][CH:5]1[C:3]([O:2][CH3:1])=[O:4])=[O:13], predict the reactants needed to synthesize it. The reactants are: [CH3:1][O:2][C:3]([C@@H:5]1[CH2:10][CH2:9][CH2:8][CH2:7][C@H:6]1[C:11]([OH:13])=O)=[O:4].C(Cl)(=O)[C:15]([Cl:17])=O.[Si](C=[N+]=[N-])(C)(C)C.Cl.CCOCC.